This data is from Forward reaction prediction with 1.9M reactions from USPTO patents (1976-2016). The task is: Predict the product of the given reaction. (1) Given the reactants [CH3:1][O:2][C:3]1[CH:8]=[CH:7][C:6]([CH3:9])=[CH:5][C:4]=1[C:10](=[CH2:14])C(O)=O.[C:15]([OH:19])(=[O:18])C=C, predict the reaction product. The product is: [CH3:1][O:2][C:3]1[CH:8]=[CH:7][C:6]([CH3:9])=[CH:5][C:4]=1[CH2:10][CH2:14][C:15]([OH:19])=[O:18]. (2) Given the reactants [CH3:1][C:2]([CH3:21])([CH:19]=[CH2:20])[C:3]([CH:5]1[C:10](=O)[CH2:9][CH2:8][N:7]([C:12]([O:14][C:15]([CH3:18])([CH3:17])[CH3:16])=[O:13])[CH2:6]1)=O.[NH2:22][NH2:23].O, predict the reaction product. The product is: [C:15]([O:14][C:12]([N:7]1[CH2:8][CH2:9][C:10]2[NH:22][N:23]=[C:3]([C:2]([CH3:21])([CH3:1])[CH2:19][CH3:20])[C:5]=2[CH2:6]1)=[O:13])([CH3:18])([CH3:17])[CH3:16]. (3) Given the reactants CS(O)(=O)=O.[NH2:6][CH2:7][C:8]1[CH:9]=[C:10]2[C:14](=[CH:15][CH:16]=1)[C:13](=[O:17])[N:12]([CH:18]1[CH2:23][CH2:22][C:21](=[O:24])[NH:20][C:19]1=[O:25])[CH2:11]2.C1N=CN([C:31](N2C=NC=C2)=[O:32])C=1.[F:38][C:39]1[CH:44]=[C:43]([F:45])[CH:42]=[CH:41][C:40]=1[C:46]1[N:47]=[C:48]([NH2:51])[S:49][CH:50]=1.O, predict the reaction product. The product is: [F:38][C:39]1[CH:44]=[C:43]([F:45])[CH:42]=[CH:41][C:40]=1[C:46]1[N:47]=[C:48]([NH:51][C:31]([NH:6][CH2:7][C:8]2[CH:9]=[C:10]3[C:14](=[CH:15][CH:16]=2)[C:13](=[O:17])[N:12]([CH:18]2[CH2:23][CH2:22][C:21](=[O:24])[NH:20][C:19]2=[O:25])[CH2:11]3)=[O:32])[S:49][CH:50]=1. (4) Given the reactants C(OC([NH:8][C@@H:9]([CH2:40][CH:41]([CH3:43])[CH3:42])[C:10](=[O:39])[C@@:11]([OH:38])([CH3:37])[CH2:12][O:13][S:14]([C:17]1[C:34]([CH3:35])=[CH:33][C:20]([O:21][CH2:22][C:23]([O:25][CH2:26][C:27]2[CH:32]=[CH:31][CH:30]=[CH:29][CH:28]=2)=[O:24])=[CH:19][C:18]=1[CH3:36])(=[O:16])=[O:15])=O)(C)(C)C.C(O)(C(F)(F)F)=O, predict the reaction product. The product is: [NH2:8][C@@H:9]([CH2:40][CH:41]([CH3:43])[CH3:42])[C:10](=[O:39])[C@@:11]([OH:38])([CH3:37])[CH2:12][O:13][S:14]([C:17]1[C:34]([CH3:35])=[CH:33][C:20]([O:21][CH2:22][C:23]([O:25][CH2:26][C:27]2[CH:28]=[CH:29][CH:30]=[CH:31][CH:32]=2)=[O:24])=[CH:19][C:18]=1[CH3:36])(=[O:15])=[O:16]. (5) Given the reactants Cl[C:2]1[N:3]=[N:4][CH:5]=[C:6]([C:8]([N:10]2[CH2:15][CH2:14][CH2:13][CH:12]([C:16]3[CH:21]=[CH:20][C:19]([Cl:22])=[CH:18][C:17]=3[C:23]([F:26])([F:25])[F:24])[CH2:11]2)=[O:9])[CH:7]=1.[CH3:27][NH:28][CH3:29], predict the reaction product. The product is: [Cl:22][C:19]1[CH:20]=[CH:21][C:16]([CH:12]2[CH2:13][CH2:14][CH2:15][N:10]([C:8]([C:6]3[CH:7]=[C:2]([N:28]([CH3:29])[CH3:27])[N:3]=[N:4][CH:5]=3)=[O:9])[CH2:11]2)=[C:17]([C:23]([F:26])([F:25])[F:24])[CH:18]=1. (6) Given the reactants [CH3:1][C:2]1[CH:7]=[CH:6][CH:5]=[CH:4][C:3]=1[C:8]1[C:17]([NH:18]C(=O)OC(C)(C)C)=[CH:16][CH:15]=[C:14]2[C:9]=1[CH:10]=[CH:11][CH:12]=[N:13]2.C(Cl)Cl.[C:29]([OH:35])([C:31]([F:34])([F:33])[F:32])=[O:30], predict the reaction product. The product is: [F:32][C:31]([F:34])([F:33])[C:29]([OH:35])=[O:30].[CH3:1][C:2]1[CH:7]=[CH:6][CH:5]=[CH:4][C:3]=1[C:8]1[C:17]([NH2:18])=[CH:16][CH:15]=[C:14]2[C:9]=1[CH:10]=[CH:11][CH:12]=[N:13]2.